This data is from NCI-60 drug combinations with 297,098 pairs across 59 cell lines. The task is: Regression. Given two drug SMILES strings and cell line genomic features, predict the synergy score measuring deviation from expected non-interaction effect. (1) Drug 1: CC1CCC2CC(C(=CC=CC=CC(CC(C(=O)C(C(C(=CC(C(=O)CC(OC(=O)C3CCCCN3C(=O)C(=O)C1(O2)O)C(C)CC4CCC(C(C4)OC)OCCO)C)C)O)OC)C)C)C)OC. Drug 2: C1C(C(OC1N2C=NC(=NC2=O)N)CO)O. Cell line: MALME-3M. Synergy scores: CSS=18.1, Synergy_ZIP=-5.79, Synergy_Bliss=-4.77, Synergy_Loewe=-34.2, Synergy_HSA=-3.88. (2) Drug 1: CC1CCC2CC(C(=CC=CC=CC(CC(C(=O)C(C(C(=CC(C(=O)CC(OC(=O)C3CCCCN3C(=O)C(=O)C1(O2)O)C(C)CC4CCC(C(C4)OC)OCCO)C)C)O)OC)C)C)C)OC. Drug 2: CCC1(CC2CC(C3=C(CCN(C2)C1)C4=CC=CC=C4N3)(C5=C(C=C6C(=C5)C78CCN9C7C(C=CC9)(C(C(C8N6C)(C(=O)OC)O)OC(=O)C)CC)OC)C(=O)OC)O.OS(=O)(=O)O. Cell line: SF-268. Synergy scores: CSS=5.03, Synergy_ZIP=-4.01, Synergy_Bliss=-2.35, Synergy_Loewe=-2.24, Synergy_HSA=-2.26. (3) Drug 1: C1=CN(C(=O)N=C1N)C2C(C(C(O2)CO)O)O.Cl. Synergy scores: CSS=47.4, Synergy_ZIP=-4.03, Synergy_Bliss=-5.72, Synergy_Loewe=-8.53, Synergy_HSA=-3.15. Drug 2: B(C(CC(C)C)NC(=O)C(CC1=CC=CC=C1)NC(=O)C2=NC=CN=C2)(O)O. Cell line: SW-620. (4) Drug 1: CC=C1C(=O)NC(C(=O)OC2CC(=O)NC(C(=O)NC(CSSCCC=C2)C(=O)N1)C(C)C)C(C)C. Drug 2: CC1C(C(CC(O1)OC2CC(CC3=C2C(=C4C(=C3O)C(=O)C5=CC=CC=C5C4=O)O)(C(=O)C)O)N)O. Cell line: LOX IMVI. Synergy scores: CSS=72.8, Synergy_ZIP=-0.411, Synergy_Bliss=-1.22, Synergy_Loewe=-1.80, Synergy_HSA=-0.287. (5) Drug 1: COC1=NC(=NC2=C1N=CN2C3C(C(C(O3)CO)O)O)N. Drug 2: CCC1(C2=C(COC1=O)C(=O)N3CC4=CC5=C(C=CC(=C5CN(C)C)O)N=C4C3=C2)O.Cl. Cell line: CAKI-1. Synergy scores: CSS=14.0, Synergy_ZIP=-4.93, Synergy_Bliss=-2.87, Synergy_Loewe=-19.1, Synergy_HSA=-6.96. (6) Drug 1: C1C(C(OC1N2C=C(C(=O)NC2=O)F)CO)O. Drug 2: CC1C(C(CC(O1)OC2CC(CC3=C2C(=C4C(=C3O)C(=O)C5=C(C4=O)C(=CC=C5)OC)O)(C(=O)CO)O)N)O.Cl. Cell line: OVCAR-5. Synergy scores: CSS=24.9, Synergy_ZIP=-7.75, Synergy_Bliss=-6.61, Synergy_Loewe=-4.50, Synergy_HSA=-3.60. (7) Drug 1: CC1C(C(CC(O1)OC2CC(CC3=C2C(=C4C(=C3O)C(=O)C5=C(C4=O)C(=CC=C5)OC)O)(C(=O)CO)O)N)O.Cl. Drug 2: C1CN(CCN1C(=O)CCBr)C(=O)CCBr. Cell line: HCT116. Synergy scores: CSS=8.69, Synergy_ZIP=-6.02, Synergy_Bliss=-10.2, Synergy_Loewe=-11.7, Synergy_HSA=-9.34. (8) Drug 1: C1=NC2=C(N=C(N=C2N1C3C(C(C(O3)CO)O)F)Cl)N. Drug 2: CC1CCCC2(C(O2)CC(NC(=O)CC(C(C(=O)C(C1O)C)(C)C)O)C(=CC3=CSC(=N3)C)C)C. Cell line: RXF 393. Synergy scores: CSS=30.0, Synergy_ZIP=2.86, Synergy_Bliss=2.19, Synergy_Loewe=-8.47, Synergy_HSA=1.28. (9) Drug 1: CS(=O)(=O)C1=CC(=C(C=C1)C(=O)NC2=CC(=C(C=C2)Cl)C3=CC=CC=N3)Cl. Drug 2: CS(=O)(=O)OCCCCOS(=O)(=O)C. Cell line: SF-295. Synergy scores: CSS=12.2, Synergy_ZIP=-3.91, Synergy_Bliss=-1.49, Synergy_Loewe=-1.09, Synergy_HSA=-0.536.